From a dataset of NCI-60 drug combinations with 297,098 pairs across 59 cell lines. Regression. Given two drug SMILES strings and cell line genomic features, predict the synergy score measuring deviation from expected non-interaction effect. (1) Drug 1: C1=CC(=CC=C1CC(C(=O)O)N)N(CCCl)CCCl.Cl. Drug 2: C1C(C(OC1N2C=NC3=C(N=C(N=C32)Cl)N)CO)O. Cell line: COLO 205. Synergy scores: CSS=25.6, Synergy_ZIP=-7.82, Synergy_Bliss=-0.977, Synergy_Loewe=-12.8, Synergy_HSA=-3.63. (2) Drug 1: C1=CC(=C2C(=C1NCCNCCO)C(=O)C3=C(C=CC(=C3C2=O)O)O)NCCNCCO. Drug 2: C(CCl)NC(=O)N(CCCl)N=O. Cell line: SNB-19. Synergy scores: CSS=23.7, Synergy_ZIP=-6.18, Synergy_Bliss=-8.79, Synergy_Loewe=-30.2, Synergy_HSA=-8.90. (3) Drug 1: C1=C(C(=O)NC(=O)N1)N(CCCl)CCCl. Drug 2: C1C(C(OC1N2C=NC3=C(N=C(N=C32)Cl)N)CO)O. Cell line: SF-268. Synergy scores: CSS=22.2, Synergy_ZIP=-2.68, Synergy_Bliss=-0.552, Synergy_Loewe=-3.51, Synergy_HSA=-3.06.